From a dataset of Catalyst prediction with 721,799 reactions and 888 catalyst types from USPTO. Predict which catalyst facilitates the given reaction. Reactant: [N+:1]([C:4]1[CH:9]=[CH:8][CH:7]=[C:6]([NH2:10])[C:5]=1[NH2:11])([O-:3])=[O:2].[CH:12](=O)[C:13]1[CH:18]=[CH:17][CH:16]=[CH:15][CH:14]=1. Product: [N+:1]([C:4]1[C:5]2[NH:11][CH:12]([C:13]3[CH:18]=[CH:17][CH:16]=[CH:15][CH:14]=3)[NH:10][C:6]=2[CH:7]=[CH:8][CH:9]=1)([O-:3])=[O:2]. The catalyst class is: 5.